From a dataset of Catalyst prediction with 721,799 reactions and 888 catalyst types from USPTO. Predict which catalyst facilitates the given reaction. (1) Reactant: [CH3:1][O:2][C:3]1[CH:4]=[C:5]2[C:10](=[CH:11][C:12]=1[O:13][CH2:14][CH2:15][CH2:16][N:17]([CH3:22])[S:18]([CH3:21])(=[O:20])=[O:19])[N:9]=[CH:8][NH:7][C:6]2=O.S(Cl)([Cl:26])=O. Product: [Cl:26][C:6]1[C:5]2[C:10](=[CH:11][C:12]([O:13][CH2:14][CH2:15][CH2:16][N:17]([CH3:22])[S:18]([CH3:21])(=[O:20])=[O:19])=[C:3]([O:2][CH3:1])[CH:4]=2)[N:9]=[CH:8][N:7]=1. The catalyst class is: 3. (2) Reactant: [F:1][C:2]([F:41])([F:40])[C:3]1[CH:4]=[C:5]([CH:33]=[C:34]([C:36]([F:39])([F:38])[F:37])[CH:35]=1)[CH2:6][N:7]([CH2:21][C:22]1[CH:27]=[C:26]([C:28]([F:31])([F:30])[F:29])[CH:25]=[CH:24][C:23]=1[OH:32])[C:8]1[N:13]=[CH:12][C:11]([O:14][CH2:15][CH2:16][CH2:17][C:18]([OH:20])=[O:19])=[CH:10][N:9]=1.[OH-].[Na+:43]. Product: [Na+:43].[F:41][C:2]([F:1])([F:40])[C:3]1[CH:4]=[C:5]([CH:33]=[C:34]([C:36]([F:37])([F:38])[F:39])[CH:35]=1)[CH2:6][N:7]([CH2:21][C:22]1[CH:27]=[C:26]([C:28]([F:31])([F:30])[F:29])[CH:25]=[CH:24][C:23]=1[OH:32])[C:8]1[N:9]=[CH:10][C:11]([O:14][CH2:15][CH2:16][CH2:17][C:18]([O-:20])=[O:19])=[CH:12][N:13]=1. The catalyst class is: 8.